This data is from TCR-epitope binding with 47,182 pairs between 192 epitopes and 23,139 TCRs. The task is: Binary Classification. Given a T-cell receptor sequence (or CDR3 region) and an epitope sequence, predict whether binding occurs between them. (1) The epitope is MPASWVMRI. The TCR CDR3 sequence is CASSQVGLAASSYNEQFF. Result: 1 (the TCR binds to the epitope). (2) The epitope is KMKDLSPRW. The TCR CDR3 sequence is CASSYLQGGYEQYF. Result: 0 (the TCR does not bind to the epitope).